Dataset: Catalyst prediction with 721,799 reactions and 888 catalyst types from USPTO. Task: Predict which catalyst facilitates the given reaction. (1) Reactant: [F:1][C:2]1([F:40])[O:6][C:5]2[CH:7]=[CH:8][C:9]([C:11]3([C:14]([NH:16][C@H:17]4[C:26]5[C:21](=[CH:22][C:23]([O:27][CH:28]([F:30])[F:29])=[CH:24][CH:25]=5)[O:20][C@@H:19]([C:31]5[CH:39]=[CH:38][C:34]([C:35](O)=[O:36])=[CH:33][CH:32]=5)[CH2:18]4)=[O:15])[CH2:13][CH2:12]3)=[CH:10][C:4]=2[O:3]1.CN(C(ON1N=NC2C=CC=CC1=2)=[N+](C)C)C.[B-](F)(F)(F)F.C(N(CC)CC)C.[Cl-].[Li+].[CH3:72][S:73]([NH2:76])(=[O:75])=[O:74]. Product: [F:40][C:2]1([F:1])[O:6][C:5]2[CH:7]=[CH:8][C:9]([C:11]3([C:14]([NH:16][C@H:17]4[C:26]5[C:21](=[CH:22][C:23]([O:27][CH:28]([F:30])[F:29])=[CH:24][CH:25]=5)[O:20][C@@H:19]([C:31]5[CH:32]=[CH:33][C:34]([C:35]([NH:76][S:73]([CH3:72])(=[O:75])=[O:74])=[O:36])=[CH:38][CH:39]=5)[CH2:18]4)=[O:15])[CH2:13][CH2:12]3)=[CH:10][C:4]=2[O:3]1. The catalyst class is: 7. (2) Reactant: C([O:5][C:6]([CH:8]1[CH:12]([C:13]2[CH:18]=[CH:17][CH:16]=[C:15]([F:19])[C:14]=2[F:20])[C:11]([C:23]2[CH:28]=[CH:27][C:26]([Cl:29])=[CH:25][C:24]=2[F:30])([C:21]#[N:22])[CH:10]([CH2:31][C:32]([CH3:35])([CH3:34])[CH3:33])[NH:9]1)=[O:7])(C)(C)C.[F:36][C:37]([F:42])([F:41])[C:38]([OH:40])=[O:39]. Product: [F:36][C:37]([F:42])([F:41])[C:38]([OH:40])=[O:39].[Cl:29][C:26]1[CH:27]=[CH:28][C:23]([C:11]2([C:21]#[N:22])[CH:10]([CH2:31][C:32]([CH3:35])([CH3:33])[CH3:34])[NH:9][CH:8]([C:6]([OH:7])=[O:5])[CH:12]2[C:13]2[CH:18]=[CH:17][CH:16]=[C:15]([F:19])[C:14]=2[F:20])=[C:24]([F:30])[CH:25]=1. The catalyst class is: 4. (3) Reactant: [N:1]1([C:6]([C:8]2[CH:13]=[CH:12][C:11]([C:14]3[O:15][C:16]([C:19]4[C:20]([C:25]5[CH:30]=[CH:29][CH:28]=[CH:27][CH:26]=5)=[N:21][O:22][C:23]=4[CH3:24])=[N:17][N:18]=3)=[CH:10][CH:9]=2)=[O:7])[CH:5]=[CH:4]N=C1.[CH:31]1(N)CC1. Product: [CH:5]1([NH:1][C:6](=[O:7])[C:8]2[CH:13]=[CH:12][C:11]([C:14]3[O:15][C:16]([C:19]4[C:20]([C:25]5[CH:26]=[CH:27][CH:28]=[CH:29][CH:30]=5)=[N:21][O:22][C:23]=4[CH3:24])=[N:17][N:18]=3)=[CH:10][CH:9]=2)[CH2:4][CH2:31]1. The catalyst class is: 7. (4) Reactant: [F:1][CH:2]1[C:7](=[O:8])[CH2:6][CH2:5][NH:4][CH2:3]1.[Cl:9][C:10]1[CH:15]=[CH:14][C:13]([C:16]2[CH:21]=[CH:20][CH:19]=[CH:18][C:17]=2[CH2:22]I)=[CH:12][CH:11]=1.CCN(C(C)C)C(C)C.CCOC(C)=O. Product: [Cl:9][C:10]1[CH:11]=[CH:12][C:13]([C:16]2[CH:21]=[CH:20][CH:19]=[CH:18][C:17]=2[CH2:22][N:4]2[CH2:5][CH2:6][C:7](=[O:8])[CH:2]([F:1])[CH2:3]2)=[CH:14][CH:15]=1. The catalyst class is: 3. (5) Reactant: [CH3:1][C:2]([NH:25]C(=O)OC(C)(C)C)([CH3:24])[CH2:3][C:4]1[C:12]2[C:7](=[C:8]([O:13][C@@H:14]([CH3:23])[C:15]([N:17]3[CH2:22][CH2:21][O:20][CH2:19][CH2:18]3)=[O:16])[CH:9]=[CH:10][CH:11]=2)[NH:6][CH:5]=1.Cl.C(=O)([O-])O.[Na+]. Product: [CH3:1][C:2]([NH2:25])([CH3:24])[CH2:3][C:4]1[C:12]2[C:7](=[C:8]([O:13][C@@H:14]([CH3:23])[C:15]([N:17]3[CH2:22][CH2:21][O:20][CH2:19][CH2:18]3)=[O:16])[CH:9]=[CH:10][CH:11]=2)[NH:6][CH:5]=1. The catalyst class is: 135. (6) Reactant: [F:1][C:2]1[CH:3]=[C:4]([CH:16]=[CH:17][CH:18]=1)[CH2:5][NH:6][C:7]1[N:15]=[CH:14][CH:13]=[CH:12][C:8]=1[C:9]([OH:11])=O.CCN=C=NCCCN(C)C.C1C=CC2N(O)N=NC=2C=1.[CH3:40][C:41]([NH2:45])([C:43]#[CH:44])[CH3:42]. Product: [F:1][C:2]1[CH:3]=[C:4]([CH:16]=[CH:17][CH:18]=1)[CH2:5][NH:6][C:7]1[N:15]=[CH:14][CH:13]=[CH:12][C:8]=1[C:9]([NH:45][C:41]([CH3:42])([C:43]#[CH:44])[CH3:40])=[O:11]. The catalyst class is: 2. (7) Reactant: [CH3:1][O:2][C:3]1[CH:8]=[C:7]([N:9]2[CH2:14][CH2:13][N:12]([CH3:15])[CH2:11][CH2:10]2)[C:6]([N+:16]([O-:18])=[O:17])=[CH:5][C:4]=1[NH:19]C(=O)OC(C)(C)C.C(O)(C(F)(F)F)=O. Product: [CH3:1][O:2][C:3]1[CH:8]=[C:7]([N:9]2[CH2:14][CH2:13][N:12]([CH3:15])[CH2:11][CH2:10]2)[C:6]([N+:16]([O-:18])=[O:17])=[CH:5][C:4]=1[NH2:19]. The catalyst class is: 2. (8) Reactant: Cl[CH2:2][C:3]1[O:4][C:5]([C:8]2[CH:9]=[CH:10][C:11]3[O:15][CH2:14][CH2:13][C:12]=3[CH:16]=2)=[N:6][N:7]=1.[F:17][C:18]1[CH:19]=[C:20]([SH:24])[CH:21]=[CH:22][CH:23]=1.C(=O)([O-])[O-].[K+].[K+]. Product: [O:15]1[C:11]2[CH:10]=[CH:9][C:8]([C:5]3[O:4][C:3]([CH2:2][S:24][C:20]4[CH:21]=[CH:22][CH:23]=[C:18]([F:17])[CH:19]=4)=[N:7][N:6]=3)=[CH:16][C:12]=2[CH2:13][CH2:14]1. The catalyst class is: 42. (9) Reactant: B.CSC.[F:5][C:6]1[CH:11]=[CH:10][CH:9]=[CH:8][C:7]=1[C:12]([CH3:17])([CH3:16])[C:13](O)=[O:14]. Product: [F:5][C:6]1[CH:11]=[CH:10][CH:9]=[CH:8][C:7]=1[C:12]([CH3:17])([CH3:16])[CH2:13][OH:14]. The catalyst class is: 1. (10) Reactant: [N:1]1([CH2:7][C:8]2[CH:13]=[CH:12][C:11]([C:14]#[C:15][C:16]3[CH:24]=[CH:23][C:19]([C:20](O)=[O:21])=[CH:18][CH:17]=3)=[CH:10][CH:9]=2)[CH2:6][CH2:5][O:4][CH2:3][CH2:2]1.Cl.CN(C(ON1N=NC2C=CC=NC1=2)=[N+](C)C)C.F[P-](F)(F)(F)(F)F.CCN(C(C)C)C(C)C.[CH:59]1[C:71]2[CH:70]([CH2:72][O:73][C:74]([N:76]3[CH2:80][CH2:79][CH:78]([CH:81]([NH2:86])[C:82]([O:84][CH3:85])=[O:83])[CH2:77]3)=[O:75])[C:69]3[C:64](=[CH:65][CH:66]=[CH:67][CH:68]=3)[C:63]=2[CH:62]=[CH:61][CH:60]=1. Product: [CH:59]1[C:71]2[CH:70]([CH2:72][O:73][C:74]([N:76]3[CH2:80][CH2:79][CH:78]([CH:81]([C:82]([O:84][CH3:85])=[O:83])[NH:86][C:20](=[O:21])[C:19]4[CH:18]=[CH:17][C:16]([C:15]#[C:14][C:11]5[CH:12]=[CH:13][C:8]([CH2:7][N:1]6[CH2:6][CH2:5][O:4][CH2:3][CH2:2]6)=[CH:9][CH:10]=5)=[CH:24][CH:23]=4)[CH2:77]3)=[O:75])[C:69]3[C:64](=[CH:65][CH:66]=[CH:67][CH:68]=3)[C:63]=2[CH:62]=[CH:61][CH:60]=1. The catalyst class is: 31.